Predict the reactants needed to synthesize the given product. From a dataset of Full USPTO retrosynthesis dataset with 1.9M reactions from patents (1976-2016). (1) Given the product [Cl:22][C:23]1[C:24]([O:8][C:6]2[C:5]([C:9]3[CH:14]=[CH:13][N:12]=[N:11][CH:10]=3)=[CH:4][C:3]([C:15]3[CH:20]=[CH:19][CH:18]=[C:17]([F:21])[CH:16]=3)=[C:2]([Cl:1])[CH:7]=2)=[CH:25][C:26]([F:49])=[C:27]([S:29]([N:32]([CH2:38][C:39]2[CH:44]=[CH:43][C:42]([O:45][CH3:46])=[CH:41][C:40]=2[O:47][CH3:48])[C:33]2[S:34][CH:35]=[N:36][N:37]=2)(=[O:30])=[O:31])[CH:28]=1, predict the reactants needed to synthesize it. The reactants are: [Cl:1][C:2]1[CH:7]=[C:6]([OH:8])[C:5]([C:9]2[CH:14]=[CH:13][N:12]=[N:11][CH:10]=2)=[CH:4][C:3]=1[C:15]1[CH:20]=[CH:19][CH:18]=[C:17]([F:21])[CH:16]=1.[Cl:22][C:23]1[C:24](F)=[CH:25][C:26]([F:49])=[C:27]([S:29]([N:32]([CH2:38][C:39]2[CH:44]=[CH:43][C:42]([O:45][CH3:46])=[CH:41][C:40]=2[O:47][CH3:48])[C:33]2[S:34][CH:35]=[N:36][N:37]=2)(=[O:31])=[O:30])[CH:28]=1.C(=O)([O-])[O-].[K+].[K+].O. (2) The reactants are: [F:1][CH:2]([F:29])[CH2:3][O:4][C:5]1[CH:10]=[CH:9][CH:8]=[CH:7][C:6]=1[C:11](=[O:28])[CH2:12][CH2:13][C:14]1[N:15]=[C:16]([C:19]2[CH:24]=[CH:23][C:22]([O:25][CH3:26])=[C:21]([OH:27])[CH:20]=2)[O:17][CH:18]=1.Br[CH2:31][CH2:32][CH3:33]. Given the product [F:29][CH:2]([F:1])[CH2:3][O:4][C:5]1[CH:10]=[CH:9][CH:8]=[CH:7][C:6]=1[C:11](=[O:28])[CH2:12][CH2:13][C:14]1[N:15]=[C:16]([C:19]2[CH:24]=[CH:23][C:22]([O:25][CH3:26])=[C:21]([O:27][CH2:31][CH2:32][CH3:33])[CH:20]=2)[O:17][CH:18]=1, predict the reactants needed to synthesize it. (3) The reactants are: NC(=O)CO[CH2:5][C:6]1[N:10]=[C:9]([C@H:11]([CH2:17][CH2:18][CH2:19][CH:20]2[CH2:25][CH2:24][CH2:23][CH2:22][CH2:21]2)[CH2:12][C:13]([NH:15][OH:16])=[O:14])[O:8][N:7]=1.C1(CCCC(C2ON=C(C[CH2:47][C:48]([O:50][CH2:51][CH3:52])=[O:49])N=2)CC(O)=O)CCCCC1.CN1CCOCC1.ClC(OCC(C)C)=O.C[Si](C)(C)ON. Given the product [CH:20]1([CH2:19][CH2:18][CH2:17][C@@H:11]([C:9]2[O:8][N:7]=[C:6]([CH2:5][CH2:47][C:48]([O:50][CH2:51][CH3:52])=[O:49])[N:10]=2)[CH2:12][C:13]([NH:15][OH:16])=[O:14])[CH2:21][CH2:22][CH2:23][CH2:24][CH2:25]1, predict the reactants needed to synthesize it. (4) Given the product [C:20]1([C:27]2[CH:28]=[CH:29][CH:30]=[CH:31][CH:32]=2)[CH:25]=[CH:24][CH:23]=[CH:22][C:21]=1[O:26][CH2:15][CH2:14][O:13][C:10]1[CH:9]=[CH:8][C:7]([CH2:6][C@H:5]([O:17][CH3:18])[C:4]([OH:3])=[O:19])=[CH:12][CH:11]=1, predict the reactants needed to synthesize it. The reactants are: C([O:3][C:4](=[O:19])[C@@H:5]([O:17][CH3:18])[CH2:6][C:7]1[CH:12]=[CH:11][C:10]([O:13][CH2:14][CH2:15]Br)=[CH:9][CH:8]=1)C.[C:20]1([C:27]2[CH:32]=[CH:31][CH:30]=[CH:29][CH:28]=2)[C:21]([OH:26])=[CH:22][CH:23]=[CH:24][CH:25]=1.CO[C@@H](CC1C=CC(OCCCOC2C=CC=CC=2)=CC=1)C(O)=O. (5) The reactants are: [F:1][C:2]1[CH:7]=[C:6]([NH:8][S:9]([C:12]2[CH:17]=[CH:16][CH:15]=[CH:14][C:13]=2[N+:18]([O-:20])=[O:19])(=[O:11])=[O:10])[CH:5]=[C:4]([F:21])[C:3]=1[CH2:22][CH2:23][C:24]([O:26][CH2:27][CH3:28])=[O:25].[C:29]1([C:35]2[CH:39]=[C:38]([C:40]3[CH:45]=[CH:44][CH:43]=[CH:42][CH:41]=3)[N:37]([CH2:46][C:47]3[CH:52]=[CH:51][C:50]([CH2:53]O)=[CH:49][C:48]=3[O:55][CH:56]([CH3:58])[CH3:57])[N:36]=2)[CH:34]=[CH:33][CH:32]=[CH:31][CH:30]=1.C1(P(C2C=CC=CC=2)C2C=CC=CC=2)C=CC=CC=1.N(C(OCC)=O)=NC(OCC)=O. Given the product [C:29]1([C:35]2[CH:39]=[C:38]([C:40]3[CH:45]=[CH:44][CH:43]=[CH:42][CH:41]=3)[N:37]([CH2:46][C:47]3[CH:52]=[CH:51][C:50]([CH2:53][N:8]([S:9]([C:12]4[CH:17]=[CH:16][CH:15]=[CH:14][C:13]=4[N+:18]([O-:20])=[O:19])(=[O:10])=[O:11])[C:6]4[CH:5]=[C:4]([F:21])[C:3]([CH2:22][CH2:23][C:24]([O:26][CH2:27][CH3:28])=[O:25])=[C:2]([F:1])[CH:7]=4)=[CH:49][C:48]=3[O:55][CH:56]([CH3:58])[CH3:57])[N:36]=2)[CH:30]=[CH:31][CH:32]=[CH:33][CH:34]=1, predict the reactants needed to synthesize it.